From a dataset of Full USPTO retrosynthesis dataset with 1.9M reactions from patents (1976-2016). Predict the reactants needed to synthesize the given product. (1) Given the product [C:16]([N:20]1[C:9]([NH:10][C:31](=[O:32])[C:30]([F:41])([F:40])[F:29])=[C:8]([C:6]2[CH:7]=[C:2]([Cl:1])[CH:3]=[CH:4][C:5]=2[OH:11])[CH:22]=[N:21]1)([CH3:19])([CH3:18])[CH3:17], predict the reactants needed to synthesize it. The reactants are: [Cl:1][C:2]1[CH:3]=[CH:4][C:5]([O:11]C)=[C:6]([CH2:8][C:9]#[N:10])[CH:7]=1.[Na].Cl.Cl.[C:16]([NH:20][NH2:21])([CH3:19])([CH3:18])[CH3:17].[CH2:22](N(CC)CC)C.[F:29][C:30]([F:41])([F:40])[C:31](O[C:31](=[O:32])[C:30]([F:41])([F:40])[F:29])=[O:32].B(Br)(Br)Br. (2) Given the product [F:1][C:2]1[CH:11]=[C:10]2[C:5]([CH:6]=[CH:7][C:8](=[O:15])[N:9]2[CH2:12][CH2:13][N:16]2[CH2:17][CH2:18][CH:19]([NH:22][C:23](=[O:29])[O:24][C:25]([CH3:27])([CH3:26])[CH3:28])[CH2:20][CH2:21]2)=[CH:4][CH:3]=1, predict the reactants needed to synthesize it. The reactants are: [F:1][C:2]1[CH:11]=[C:10]2[C:5]([CH:6]=[CH:7][C:8](=[O:15])[N:9]2[CH2:12][CH:13]=O)=[CH:4][CH:3]=1.[NH:16]1[CH2:21][CH2:20][CH:19]([NH:22][C:23](=[O:29])[O:24][C:25]([CH3:28])([CH3:27])[CH3:26])[CH2:18][CH2:17]1.C(Cl)(Cl)Cl.[BH-](OC(C)=O)(OC(C)=O)OC(C)=O.[Na+]. (3) Given the product [CH3:16][N:15]([CH3:17])[CH:12]1[CH2:13][CH2:14][CH:9]([NH:8][C:6](=[O:7])[C:5]2[CH:18]=[CH:19][C:2]([B:24]3[O:28][C:27]([CH3:30])([CH3:29])[C:26]([CH3:32])([CH3:31])[O:25]3)=[C:3]([C:20]([F:23])([F:22])[F:21])[CH:4]=2)[CH2:10][CH2:11]1, predict the reactants needed to synthesize it. The reactants are: Br[C:2]1[CH:19]=[CH:18][C:5]([C:6]([NH:8][CH:9]2[CH2:14][CH2:13][CH:12]([N:15]([CH3:17])[CH3:16])[CH2:11][CH2:10]2)=[O:7])=[CH:4][C:3]=1[C:20]([F:23])([F:22])[F:21].[B:24]1([B:24]2[O:28][C:27]([CH3:30])([CH3:29])[C:26]([CH3:32])([CH3:31])[O:25]2)[O:28][C:27]([CH3:30])([CH3:29])[C:26]([CH3:32])([CH3:31])[O:25]1.C([O-])(=O)C.[K+]. (4) Given the product [Cl:22][CH2:23][C:24]([N:2]([CH3:1])[C:3]1[CH:4]=[CH:5][C:6]([C:9]([N:11]2[CH2:17][C:16]3([CH3:19])[CH2:18][CH:12]2[CH2:13][C:14]([CH3:21])([CH3:20])[CH2:15]3)=[O:10])=[CH:7][CH:8]=1)=[O:25], predict the reactants needed to synthesize it. The reactants are: [CH3:1][NH:2][C:3]1[CH:8]=[CH:7][C:6]([C:9]([N:11]2[CH2:17][C:16]3([CH3:19])[CH2:18][CH:12]2[CH2:13][C:14]([CH3:21])([CH3:20])[CH2:15]3)=[O:10])=[CH:5][CH:4]=1.[Cl:22][CH2:23][C:24](Cl)=[O:25]. (5) Given the product [Br:1][C:2]1[C:3]([F:11])=[C:4]([CH:5]([OH:6])[CH3:12])[C:7]([Br:10])=[CH:8][CH:9]=1, predict the reactants needed to synthesize it. The reactants are: [Br:1][C:2]1[C:3]([F:11])=[C:4]([C:7]([Br:10])=[CH:8][CH:9]=1)[CH:5]=[O:6].[CH3:12][Mg]Br.[Cl-].[NH4+].O. (6) Given the product [CH3:30][C:31]1[CH:36]=[CH:35][C:34]2[NH:37][C:20]([CH:16]3[CH2:17][CH2:18][CH2:19][CH:14]([NH:13][C:11]([C:9]4[CH:8]=[CH:7][C:3]5[O:4][CH2:5][CH2:6][O:1][C:2]=5[CH:10]=4)=[O:12])[CH2:15]3)=[N:38][C:33]=2[CH:32]=1, predict the reactants needed to synthesize it. The reactants are: [O:1]1[CH2:6][CH2:5][O:4][C:3]2[CH:7]=[CH:8][C:9]([C:11]([NH:13][CH:14]3[CH2:19][CH2:18][CH2:17][CH:16]([C:20](O)=O)[CH2:15]3)=[O:12])=[CH:10][C:2]1=2.C(N(CC)CC)C.[CH3:30][C:31]1[CH:32]=[C:33]([NH2:38])[C:34]([NH2:37])=[CH:35][CH:36]=1.